From a dataset of Catalyst prediction with 721,799 reactions and 888 catalyst types from USPTO. Predict which catalyst facilitates the given reaction. (1) The catalyst class is: 14. Reactant: O=[C:2]1[CH2:7][CH:6]([C:8]2[CH:13]=[CH:12][CH:11]=[CH:10][CH:9]=2)[CH2:5][CH2:4][CH:3]1[C:14]([O:16]C)=O.C(=O)(O)O.[NH2:22][C:23]([NH2:25])=[NH:24]. Product: [NH2:25][C:23]1[N:24]=[C:14]([OH:16])[C:3]2[CH2:4][CH2:5][CH:6]([C:8]3[CH:13]=[CH:12][CH:11]=[CH:10][CH:9]=3)[CH2:7][C:2]=2[N:22]=1. (2) Reactant: [NH2:1][C:2]1[N:7]=[C:6]([N:8]2[CH:17]([CH3:18])[CH2:16][C:15]3[C:10](=[CH:11][C:12]([C:19]4[CH:20]=[C:21]([C:25]([O:27]CC5C=CC=CC=5)=[O:26])[N:22]([CH3:24])[CH:23]=4)=[CH:13][CH:14]=3)[CH2:9]2)[CH:5]=[C:4]([N:35]2[CH2:40][CH2:39][N:38]([CH3:41])[CH2:37][CH2:36]2)[N:3]=1. Product: [NH2:1][C:2]1[N:7]=[C:6]([N:8]2[CH:17]([CH3:18])[CH2:16][C:15]3[C:10](=[CH:11][C:12]([C:19]4[CH:20]=[C:21]([C:25]([OH:27])=[O:26])[N:22]([CH3:24])[CH:23]=4)=[CH:13][CH:14]=3)[CH2:9]2)[CH:5]=[C:4]([N:35]2[CH2:36][CH2:37][N:38]([CH3:41])[CH2:39][CH2:40]2)[N:3]=1. The catalyst class is: 19. (3) Reactant: BrC1S[CH:4]=[CH:5][N:6]=1.[OH:7][CH2:8][CH2:9][N:10]1CCNCC1.[CH2:16]([N:18](CC)CC)[CH3:17]. Product: [NH2:18][CH2:16][CH2:17][C:4]1[C:9]([CH:8]=[O:7])=[N:10][NH:6][CH:5]=1. The catalyst class is: 60. (4) Reactant: [CH3:1][S:2]([O:5][CH2:6][CH2:7][N:8]([CH2:36][CH2:37][Br:38])[C:9]1[CH:14]=[CH:13][C:12]([N+:15]([O-:17])=[O:16])=[CH:11][C:10]=1[C:18](=[O:35])[NH:19][CH2:20][CH2:21][O:22][P:23]([O:30]C(C)(C)C)([O:25]C(C)(C)C)=[O:24])(=[O:4])=[O:3].C(O)(C(F)(F)F)=O. Product: [CH3:1][S:2]([O:5][CH2:6][CH2:7][N:8]([CH2:36][CH2:37][Br:38])[C:9]1[CH:14]=[CH:13][C:12]([N+:15]([O-:17])=[O:16])=[CH:11][C:10]=1[C:18](=[O:35])[NH:19][CH2:20][CH2:21][O:22][P:23]([OH:25])([OH:30])=[O:24])(=[O:4])=[O:3]. The catalyst class is: 2. (5) Reactant: [NH2:1][C:2]1[CH:9]=[C:8]([O:10][CH2:11][CH2:12][O:13][CH3:14])[C:7]([O:15][CH2:16][CH2:17][O:18][CH3:19])=[CH:6][C:3]=1[C:4]#[N:5].[C:20]([C:22]1[CH:23]=[C:24]([CH:26]=[CH:27][CH:28]=1)[NH2:25])#[CH:21].[CH:29](OCC)(OCC)OCC.[F:39][C:40]([F:45])([F:44])[C:41]([OH:43])=[O:42]. Product: [CH3:19][O:18][CH2:17][CH2:16][O:15][C:7]1[CH:6]=[C:3]2[C:4]([NH:25][C:24]3[CH:26]=[CH:27][CH:28]=[C:22]([C:20]#[CH:21])[CH:23]=3)=[N:5][CH:29]=[N:1][C:2]2=[CH:9][C:8]=1[O:10][CH2:11][CH2:12][O:13][CH3:14].[F:39][C:40]([F:45])([F:44])[C:41]([O-:43])=[O:42]. The catalyst class is: 8. (6) The catalyst class is: 2. Reactant: Cl.[NH2:2][CH2:3][C:4]1[CH:12]=[CH:11][CH:10]=[C:9]2[C:5]=1[C:6](=[O:22])[N:7]([CH:14]1[CH2:19][CH2:18][C:17](=[O:20])[NH:16][C:15]1=[O:21])[C:8]2=[O:13].C(N(C(C)C)CC)(C)C.[C:32](Cl)(=[O:42])[C:33]1[CH:41]=[CH:40][C:39]2[O:38][CH2:37][O:36][C:35]=2[CH:34]=1. Product: [O:21]=[C:15]1[CH:14]([N:7]2[C:6](=[O:22])[C:5]3[C:9](=[CH:10][CH:11]=[CH:12][C:4]=3[CH2:3][NH:2][C:32]([C:33]3[CH:41]=[CH:40][C:39]4[O:38][CH2:37][O:36][C:35]=4[CH:34]=3)=[O:42])[C:8]2=[O:13])[CH2:19][CH2:18][C:17](=[O:20])[NH:16]1.